From a dataset of Reaction yield outcomes from USPTO patents with 853,638 reactions. Predict the reaction yield, written as a fraction of the theoretical maximum amount of product (1.0 means a 100% yield; for example, 0.34 means a 34% yield). (1) The reactants are [C:1]([O:5][C:6]([N:8]1[CH2:13][CH2:12][CH:11]([CH2:14][OH:15])[CH2:10][CH2:9]1)=[O:7])([CH3:4])([CH3:3])[CH3:2].C([O-])(=O)C.[Na+].[Cr](Cl)([O-])(=O)=O.[NH+]1C=CC=CC=1. The catalyst is ClCCl. The product is [C:1]([O:5][C:6]([N:8]1[CH2:13][CH2:12][CH:11]([CH:14]=[O:15])[CH2:10][CH2:9]1)=[O:7])([CH3:4])([CH3:3])[CH3:2]. The yield is 0.860. (2) The reactants are [CH3:1][N:2](C=O)C.[F:6][C:7]1[CH:12]=[C:11]([CH2:13]OS(C)(=O)=O)[CH:10]=[CH:9][N:8]=1.[C-]#N.[Na+]. The catalyst is C(OCC)(=O)C. The product is [F:6][C:7]1[CH:12]=[C:11]([CH2:13][C:1]#[N:2])[CH:10]=[CH:9][N:8]=1. The yield is 0.360. (3) The reactants are [CH3:1][CH:2]([CH3:25])[CH2:3][C@H:4]([N:8]1[CH2:12][C:11]([O:13][C:14]2[C:23]3[CH2:22][CH2:21][CH2:20][CH2:19][C:18]=3[CH:17]=[CH:16][CH:15]=2)=[CH:10][C:9]1=[O:24])[C:5]([OH:7])=O.C(N(CC)C(C)C)(C)C.[CH3:35][C:36]1([CH3:48])[O:40][C@H:39]([CH2:41][N:42]2[CH:46]=[CH:45][C:44]([NH2:47])=[N:43]2)[CH2:38][O:37]1.F[P-](F)(F)(F)(F)F.N1(O[P+](N(C)C)(N(C)C)N(C)C)C2C=CC=CC=2N=N1. The catalyst is CN(C)C=O.C(OCC)(=O)C. The product is [CH3:35][C:36]1([CH3:48])[O:40][C@H:39]([CH2:41][N:42]2[CH:46]=[CH:45][C:44]([NH:47][C:5](=[O:7])[C@@H:4]([N:8]3[CH2:12][C:11]([O:13][C:14]4[C:23]5[CH2:22][CH2:21][CH2:20][CH2:19][C:18]=5[CH:17]=[CH:16][CH:15]=4)=[CH:10][C:9]3=[O:24])[CH2:3][CH:2]([CH3:25])[CH3:1])=[N:43]2)[CH2:38][O:37]1. The yield is 0.470. (4) The reactants are [CH:1]([C:4]1[CH:9]=[CH:8][CH:7]=[CH:6][C:5]=1[NH:10][C:11]([NH:13]/[N:14]=[CH:15]/[C:16]1[CH:21]=[CH:20][C:19]([C:22]2[N:26]=[CH:25][N:24]([C:27]3[CH:32]=[CH:31][C:30]([C:33]([F:36])([F:35])[F:34])=[CH:29][CH:28]=3)[N:23]=2)=[CH:18][CH:17]=1)=[S:12])([CH3:3])[CH3:2].C(=O)([O-])[O-].[K+].[K+].Br[CH2:44][CH2:45][CH2:46]Cl. The catalyst is CC(=O)CC.C(Cl)Cl. The product is [CH:1]([C:4]1[CH:9]=[CH:8][CH:7]=[CH:6][C:5]=1/[N:10]=[C:11]1\[S:12][CH2:44][CH2:45][CH2:46][N:13]\1/[N:14]=[CH:15]/[C:16]1[CH:17]=[CH:18][C:19]([C:22]2[N:26]=[CH:25][N:24]([C:27]3[CH:28]=[CH:29][C:30]([C:33]([F:35])([F:36])[F:34])=[CH:31][CH:32]=3)[N:23]=2)=[CH:20][CH:21]=1)([CH3:3])[CH3:2]. The yield is 0.130. (5) The reactants are [C:1]([C:3]1[C:12]2[C:7](=[CH:8][CH:9]=[CH:10][CH:11]=2)[C:6]([NH:13][C:14]([C@@H:16]2[CH2:20][C@@H:19]([O:21][CH2:22][C:23]3[CH:28]=[CH:27][CH:26]=[CH:25][CH:24]=3)[CH2:18][NH:17]2)=[O:15])=[CH:5][CH:4]=1)#[N:2].[CH:29](=O)[C:30]([CH3:33])([CH3:32])[CH3:31].C1C=CC=CC=1. The catalyst is CCCCC. The product is [CH2:22]([O:21][C@H:19]1[CH2:18][N:17]2[C@@H:29]([C:30]([CH3:33])([CH3:32])[CH3:31])[N:13]([C:6]3[C:7]4[C:12](=[CH:11][CH:10]=[CH:9][CH:8]=4)[C:3]([C:1]#[N:2])=[CH:4][CH:5]=3)[C:14](=[O:15])[C@@H:16]2[CH2:20]1)[C:23]1[CH:28]=[CH:27][CH:26]=[CH:25][CH:24]=1. The yield is 0.863. (6) The reactants are I[C:2]1[CH:8]=[CH:7][C:5]([NH2:6])=[CH:4][C:3]=1[F:9].CCN(CC)CC.C(Cl)Cl.[CH:20]1([C:23]#[CH:24])[CH2:22][CH2:21]1. The catalyst is C1COCC1.CCOCC.[Cu]I. The product is [CH:20]1([C:23]#[C:24][C:2]2[CH:8]=[CH:7][C:5]([NH2:6])=[CH:4][C:3]=2[F:9])[CH2:22][CH2:21]1. The yield is 0.450.